From a dataset of Catalyst prediction with 721,799 reactions and 888 catalyst types from USPTO. Predict which catalyst facilitates the given reaction. (1) Reactant: [C:1]([C:3]1[CH:4]=[C:5]([C:10]([O:12][CH2:13][CH3:14])=[O:11])[CH:6]=[N:7][C:8]=1[SH:9])#[N:2].Br[CH2:16][C:17]([NH:19][C:20]1[S:21][C:22]([C:25]2[CH:30]=[CH:29][CH:28]=[CH:27][CH:26]=2)=[N:23][N:24]=1)=[O:18].CC[O-].[Na+]. Product: [NH2:2][C:1]1[C:3]2[C:8](=[N:7][CH:6]=[C:5]([C:10]([O:12][CH2:13][CH3:14])=[O:11])[CH:4]=2)[S:9][C:16]=1[C:17](=[O:18])[NH:19][C:20]1[S:21][C:22]([C:25]2[CH:26]=[CH:27][CH:28]=[CH:29][CH:30]=2)=[N:23][N:24]=1. The catalyst class is: 14. (2) Reactant: [C:1]([OH:13])(=O)[C:2]1[CH:11]=[CH:10][C:9]2[C:4](=[CH:5][CH:6]=[CH:7][CH:8]=2)[N:3]=1.CN(C(ON1N=NC2C=CC=NC1=2)=[N+](C)C)C.F[P-](F)(F)(F)(F)F.C(N(C(C)C)CC)(C)C.[NH2:47][CH2:48][CH2:49][NH:50][C:51]1[N:56]=[C:55]([C:57]2[CH:62]=[CH:61][CH:60]=[CH:59][CH:58]=2)[N:54]=[C:53]([NH:63][CH2:64][CH2:65][NH:66][C:67](=[O:69])[CH3:68])[C:52]=1[CH3:70]. Product: [C:67]([NH:66][CH2:65][CH2:64][NH:63][C:53]1[N:54]=[C:55]([C:57]2[CH:58]=[CH:59][CH:60]=[CH:61][CH:62]=2)[N:56]=[C:51]([NH:50][CH2:49][CH2:48][NH:47][C:1]([C:2]2[CH:11]=[CH:10][C:9]3[C:4](=[CH:5][CH:6]=[CH:7][CH:8]=3)[N:3]=2)=[O:13])[C:52]=1[CH3:70])(=[O:69])[CH3:68]. The catalyst class is: 37. (3) Reactant: N(OCCC(C)C)=O.N[C:10]1[N:15]=[C:14]([S:16][CH2:17][C:18]2[CH:19]=[C:20]([CH:24]=[CH:25][CH:26]=2)[C:21]([OH:23])=[O:22])[C:13]([C:27]#[N:28])=[C:12]([C:29]2[CH:34]=[CH:33][C:32]([O:35][CH2:36][CH2:37][OH:38])=[CH:31][CH:30]=2)[C:11]=1[C:39]#[N:40].[ClH:41]. Product: [Cl:41][C:10]1[N:15]=[C:14]([S:16][CH2:17][C:18]2[CH:19]=[C:20]([CH:24]=[CH:25][CH:26]=2)[C:21]([OH:23])=[O:22])[C:13]([C:27]#[N:28])=[C:12]([C:29]2[CH:30]=[CH:31][C:32]([O:35][CH2:36][CH2:37][OH:38])=[CH:33][CH:34]=2)[C:11]=1[C:39]#[N:40]. The catalyst class is: 879.